From a dataset of Catalyst prediction with 721,799 reactions and 888 catalyst types from USPTO. Predict which catalyst facilitates the given reaction. (1) Reactant: [F:1][C:2]([F:22])([F:21])[C:3]1[CH:8]=[CH:7][C:6]([S:9]([O:12][C:13]2[CH:18]=[CH:17][CH:16]=[CH:15][C:14]=2[CH:19]=O)(=[O:11])=[O:10])=[CH:5][CH:4]=1.[CH3:23][Si](C[Mg]Cl)(C)C.S(Cl)(Cl)=O. Product: [F:1][C:2]([F:22])([F:21])[C:3]1[CH:8]=[CH:7][C:6]([S:9]([O:12][C:13]2[CH:18]=[CH:17][CH:16]=[CH:15][C:14]=2[CH:19]=[CH2:23])(=[O:11])=[O:10])=[CH:5][CH:4]=1. The catalyst class is: 165. (2) Reactant: Br[C:2]1[CH:10]=[CH:9][CH:8]=[C:7]2[C:3]=1[CH2:4][CH2:5][C:6]2=[O:11].[C:12]([Cu])#[N:13]. Product: [O:11]=[C:6]1[C:7]2[CH:8]=[CH:9][CH:10]=[C:2]([C:12]#[N:13])[C:3]=2[CH2:4][CH2:5]1. The catalyst class is: 3. (3) Reactant: [Br:1][C:2]1[C:8]([Br:9])=[C:7]([O:10][CH3:11])[C:6]([Br:12])=[CH:5][C:3]=1[NH2:4].[CH2:13]([O:15][C:16]([N:18]=[C:19]=[S:20])=[O:17])[CH3:14]. Product: [Br:1][C:2]1[C:8]([Br:9])=[C:7]([O:10][CH3:11])[C:6]([Br:12])=[CH:5][C:3]=1[NH:4][C:19]([NH:18][C:16](=[O:17])[O:15][CH2:13][CH3:14])=[S:20]. The catalyst class is: 21. (4) Reactant: [Cl:1][C:2]1[CH:10]=[CH:9][C:8]([C:11]2[N:12]([C:22]([O:24][C:25]([CH3:28])([CH3:27])[CH3:26])=[O:23])[C:13]3[C:18]([CH:19]=2)=[CH:17][C:16]([CH:20]=O)=[CH:15][CH:14]=3)=[C:7]2[C:3]=1[CH2:4][NH:5][C:6]2=[O:29].Cl.[CH2:31]([O:33][C:34](=[O:37])[CH2:35][NH2:36])[CH3:32].C(N(CC)CC)C.C(O)(=O)C.C(O[BH-](OC(=O)C)OC(=O)C)(=O)C.[Na+].C(=O)([O-])O.[Na+]. Product: [Cl:1][C:2]1[CH:10]=[CH:9][C:8]([C:11]2[N:12]([C:22]([O:24][C:25]([CH3:27])([CH3:26])[CH3:28])=[O:23])[C:13]3[C:18]([CH:19]=2)=[CH:17][C:16]([CH2:20][NH:36][CH2:35][C:34]([O:33][CH2:31][CH3:32])=[O:37])=[CH:15][CH:14]=3)=[C:7]2[C:3]=1[CH2:4][NH:5][C:6]2=[O:29]. The catalyst class is: 47. (5) Reactant: BrB(Br)Br.C(Cl)Cl.[Br:8][C:9]1[CH:14]=[CH:13][C:12]([I:15])=[CH:11][C:10]=1[O:16]C. Product: [Br:8][C:9]1[CH:14]=[CH:13][C:12]([I:15])=[CH:11][C:10]=1[OH:16]. The catalyst class is: 6. (6) Reactant: Cl[CH2:2][CH2:3][O:4][CH2:5][CH2:6][O:7][CH2:8][CH2:9][OH:10].[N-:11]=[N+:12]=[N-:13].[Na+]. Product: [N:11]([CH2:2][CH2:3][O:4][CH2:5][CH2:6][O:7][CH2:8][CH2:9][OH:10])=[N+:12]=[N-:13]. The catalyst class is: 9. (7) Reactant: [Cl:1][C:2]1[C:3]([NH2:22])=[N:4][C:5]([C:16]2[CH:21]=[CH:20][CH:19]=[CH:18][CH:17]=2)=[C:6]([C:8]2[N:9]=[N:10][C:11]([O:14]C)=[CH:12][CH:13]=2)[CH:7]=1.C([O-])(O)=O.[Na+]. Product: [NH2:22][C:3]1[N:4]=[C:5]([C:16]2[CH:17]=[CH:18][CH:19]=[CH:20][CH:21]=2)[C:6]([C:8]2[CH:13]=[CH:12][C:11](=[O:14])[NH:10][N:9]=2)=[CH:7][C:2]=1[Cl:1]. The catalyst class is: 89.